This data is from Full USPTO retrosynthesis dataset with 1.9M reactions from patents (1976-2016). The task is: Predict the reactants needed to synthesize the given product. (1) The reactants are: Br[CH2:2][CH2:3][CH2:4][CH2:5][CH2:6][C:7]1[C:13]2[CH:14]=[CH:15][C:16]([OH:18])=[CH:17][C:12]=2[CH2:11][CH2:10][CH2:9][C:8]=1[C:19]1[CH:24]=[CH:23][CH:22]=[C:21]([OH:25])[CH:20]=1.[CH3:26][NH:27][CH2:28][CH2:29][CH2:30][CH2:31][S:32]([CH2:35][CH2:36][C:37]([F:40])([F:39])[F:38])(=[O:34])=[O:33]. Given the product [OH:25][C:21]1[CH:20]=[C:19]([C:8]2[CH2:9][CH2:10][CH2:11][C:12]3[CH:17]=[C:16]([OH:18])[CH:15]=[CH:14][C:13]=3[C:7]=2[CH2:6][CH2:5][CH2:4][CH2:3][CH2:2][N:27]([CH3:26])[CH2:28][CH2:29][CH2:30][CH2:31][S:32]([CH2:35][CH2:36][C:37]([F:40])([F:38])[F:39])(=[O:34])=[O:33])[CH:24]=[CH:23][CH:22]=1, predict the reactants needed to synthesize it. (2) The reactants are: [F:1][C:2]1[CH:7]=[CH:6][C:5](/[C:8](=[CH:11]/[C:12]2[CH:17]=[CH:16][CH:15]=[CH:14][CH:13]=2)/[C:9]#[N:10])=[CH:4][C:3]=1[O:18][CH3:19].[BH4-].[Na+].C(O)(=O)CC(CC(O)=O)(C(O)=O)O. Given the product [F:1][C:2]1[CH:7]=[CH:6][C:5]([CH:8]([CH2:11][C:12]2[CH:13]=[CH:14][CH:15]=[CH:16][CH:17]=2)[C:9]#[N:10])=[CH:4][C:3]=1[O:18][CH3:19], predict the reactants needed to synthesize it. (3) Given the product [C:3]([O:7][C:8](=[O:38])[CH2:9][C@@:10]1([C:26]([OH:28])=[O:27])[C@H:14]([CH3:15])[CH2:13][NH:12][CH2:11]1)([CH3:4])([CH3:5])[CH3:6], predict the reactants needed to synthesize it. The reactants are: CO.[C:3]([O:7][C:8](=[O:38])[CH2:9][C@@:10]1([C:26]([O:28]CC2C=CC(OC)=CC=2)=[O:27])[C@H:14]([CH3:15])[CH2:13][N:12](C(OCC2C=CC=CC=2)=O)[CH2:11]1)([CH3:6])([CH3:5])[CH3:4]. (4) Given the product [Cl:1][C:2]1[CH:7]=[C:6]([Cl:8])[CH:5]=[CH:4][C:3]=1[C@H:9]1[C@H:14]([N+:15]([O-:17])=[O:16])[CH2:13][C:12]([CH2:18][NH:19][C:29]([C:26]2[CH:27]=[CH:28][C:23]([C:22]([O:21][CH3:20])=[O:32])=[CH:24][CH:25]=2)=[O:30])=[CH:11][CH2:10]1, predict the reactants needed to synthesize it. The reactants are: [Cl:1][C:2]1[CH:7]=[C:6]([Cl:8])[CH:5]=[CH:4][C:3]=1[C@H:9]1[C@H:14]([N+:15]([O-:17])=[O:16])[CH2:13][C:12]([CH2:18][NH2:19])=[CH:11][CH2:10]1.[CH3:20][O:21][C:22](=[O:32])[C:23]1[CH:28]=[CH:27][C:26]([C:29](Cl)=[O:30])=[CH:25][CH:24]=1.C(N(C(C)C)CC)(C)C.